This data is from Retrosynthesis with 50K atom-mapped reactions and 10 reaction types from USPTO. The task is: Predict the reactants needed to synthesize the given product. Given the product CCn1nc(C2CCN(C(=O)OC(C)(C)C)CC2)nc1-c1cnc(N)c(-c2nnc(C(C)(C)C)o2)n1, predict the reactants needed to synthesize it. The reactants are: CC(C)(C)OC(=O)N1CCC(c2n[nH]c(-c3cnc(N)c(-c4nnc(C(C)(C)C)o4)n3)n2)CC1.CCI.